Dataset: Catalyst prediction with 721,799 reactions and 888 catalyst types from USPTO. Task: Predict which catalyst facilitates the given reaction. (1) Reactant: N#N.[C:3]([SiH2:7][O:8][C:9]([CH3:18])([CH3:17])[C:10]1[O:11][CH:12]=[C:13]([CH2:15][OH:16])[N:14]=1)([CH3:6])([CH3:5])[CH3:4].CCN(CC)CC.[S:26](Cl)([CH3:29])(=[O:28])=[O:27]. Product: [C:3]([SiH2:7][O:8][C:9]([CH3:18])([CH3:17])[C:10]1[O:11][CH:12]=[C:13]([CH2:15][O:16][S:26]([CH3:29])(=[O:28])=[O:27])[N:14]=1)([CH3:6])([CH3:4])[CH3:5]. The catalyst class is: 64. (2) The catalyst class is: 41. Product: [Cl:1][C:2]1[CH:11]=[C:10]([NH2:13])[C:9]2[C:4](=[CH:5][CH:6]=[CH:7][CH:8]=2)[N:3]=1.[Cl:12][C:10]1[C:9]2[C:4](=[CH:5][CH:6]=[CH:7][CH:8]=2)[N:3]=[C:2]([NH2:13])[CH:11]=1. Reactant: [Cl:1][C:2]1[CH:11]=[C:10]([Cl:12])[C:9]2[C:4](=[CH:5][CH:6]=[CH:7][CH:8]=2)[N:3]=1.[NH3:13].C([O-])(O)=O.[Na+]. (3) Reactant: C[O:2][C:3](=O)[C:4]1[CH:9]=[CH:8][C:7]([O:10][S:11]([CH3:14])(=[O:13])=[O:12])=[CH:6][CH:5]=1.[H-].[H-].[H-].[H-].[Li+].[Al+3].Cl. Product: [OH:2][CH2:3][C:4]1[CH:5]=[CH:6][C:7]([O:10][S:11]([CH3:14])(=[O:13])=[O:12])=[CH:8][CH:9]=1. The catalyst class is: 1.